Dataset: Full USPTO retrosynthesis dataset with 1.9M reactions from patents (1976-2016). Task: Predict the reactants needed to synthesize the given product. Given the product [NH2:1][C:2]1[C:17]([Cl:18])=[CH:16][C:5]([C:6]([NH:8][CH:9]2[CH2:10][CH2:11][CH:24]([N:27]([CH3:29])[CH3:28])[CH2:13][CH2:14]2)=[O:7])=[C:4]([F:19])[CH:3]=1, predict the reactants needed to synthesize it. The reactants are: [NH2:1][C:2]1[C:17]([Cl:18])=[CH:16][C:5]([C:6]([NH:8][CH:9]2[CH2:14][CH2:13]N(C)[CH2:11][CH2:10]2)=[O:7])=[C:4]([F:19])[CH:3]=1.NC1CC[CH:24]([N:27]([CH3:29])[CH3:28])CC1.